From a dataset of Forward reaction prediction with 1.9M reactions from USPTO patents (1976-2016). Predict the product of the given reaction. (1) Given the reactants Cl.Cl.[NH:3]1[CH2:8][CH2:7][CH:6]([NH:9][C:10]2[N:15]=[CH:14][C:13](/[CH:16]=[CH:17]/[C:18]([O:20][CH2:21][CH3:22])=[O:19])=[CH:12][CH:11]=2)[CH2:5][CH2:4]1.CCN(CC)CC.[C:30](Cl)(=[O:37])[C:31]1[CH:36]=[CH:35][CH:34]=[CH:33][CH:32]=1.O, predict the reaction product. The product is: [C:30]([N:3]1[CH2:8][CH2:7][CH:6]([NH:9][C:10]2[N:15]=[CH:14][C:13](/[CH:16]=[CH:17]/[C:18]([O:20][CH2:21][CH3:22])=[O:19])=[CH:12][CH:11]=2)[CH2:5][CH2:4]1)(=[O:37])[C:31]1[CH:36]=[CH:35][CH:34]=[CH:33][CH:32]=1. (2) Given the reactants [F:1][C:2]([F:7])([CH2:5][OH:6])[CH2:3][OH:4].N1C=CC=CC=1.[S:14](O[S:14]([C:17]([F:20])([F:19])[F:18])(=[O:16])=[O:15])([C:17]([F:20])([F:19])[F:18])(=[O:16])=[O:15], predict the reaction product. The product is: [F:18][C:17]([F:20])([F:19])[S:14]([O:4][CH2:3][C:2]([F:7])([F:1])[CH2:5][O:6][S:14]([C:17]([F:18])([F:19])[F:20])(=[O:15])=[O:16])(=[O:16])=[O:15]. (3) Given the reactants [CH:1]1([CH2:7][N:8]2[C:16]3[C:11](=[CH:12][CH:13]=[CH:14][C:15]=3[O:17][CH3:18])[C:10]([C:19](O)=[O:20])=[CH:9]2)[CH2:6][CH2:5][CH2:4][CH2:3][CH2:2]1.C(Cl)(=O)C(Cl)=O.[Cl:28][CH2:29][C:30]([NH:32][NH2:33])=[O:31].C(N(CC)CC)C, predict the reaction product. The product is: [Cl:28][CH2:29][C:30]([NH:32][NH:33][C:19]([C:10]1[C:11]2[C:16](=[C:15]([O:17][CH3:18])[CH:14]=[CH:13][CH:12]=2)[N:8]([CH2:7][CH:1]2[CH2:2][CH2:3][CH2:4][CH2:5][CH2:6]2)[CH:9]=1)=[O:20])=[O:31]. (4) The product is: [CH3:14][O:13][CH:12]([O:15][CH3:16])[C:11]1[C:2]([CH2:31][N:32]2[CH2:37][CH2:36][N:35]([CH3:38])[CH2:34][C:33]2=[O:39])=[CH:3][C:4]2[CH2:5][CH2:6][C@H:7]([CH3:17])[NH:8][C:9]=2[N:10]=1. Given the reactants Br[C:2]1[CH:3]=[C:4]2[C:9](=[N:10][C:11]=1[CH:12]([O:15][CH3:16])[O:13][CH3:14])[NH:8][C@@H:7]([CH3:17])[CH2:6][CH2:5]2.COC(OC)C1C([CH2:31][N:32]2[CH2:37][CH2:36][N:35]([CH3:38])[CH2:34][C:33]2=[O:39])=CC2CCCNC=2N=1, predict the reaction product. (5) Given the reactants [CH3:1][C:2]1([CH3:12])[O:6][C@@H:5]([CH2:7][C:8]([OH:10])=[O:9])[C:4](=[O:11])[O:3]1.C(O)(=O)[C@H](CC(O)=O)O.C(N(CC)CC)C.[C:29]([Si:33](Cl)([C:40]1[CH:45]=[CH:44][CH:43]=[CH:42][CH:41]=1)[C:34]1[CH:39]=[CH:38][CH:37]=[CH:36][CH:35]=1)([CH3:32])([CH3:31])[CH3:30], predict the reaction product. The product is: [CH3:1][C:2]1([CH3:12])[O:6][C@@H:5]([CH2:7][C:8]([O:10][Si:33]([C:29]([CH3:32])([CH3:31])[CH3:30])([C:40]2[CH:41]=[CH:42][CH:43]=[CH:44][CH:45]=2)[C:34]2[CH:39]=[CH:38][CH:37]=[CH:36][CH:35]=2)=[O:9])[C:4](=[O:11])[O:3]1. (6) Given the reactants [CH2:1]([O:3][C:4]([C:6]1[CH:7]=[N:8][C:9]2[C:14]([C:15]=1[OH:16])=[CH:13][CH:12]=[C:11]([C:17]([F:20])([F:19])[F:18])[CH:10]=2)=[O:5])[CH3:2].C([O-])([O-])=O.[Cs+].[Cs+].Br[CH2:28][CH2:29][CH2:30][CH2:31][CH2:32][O:33][C:34]1[C:35](=[O:42])[CH:36]=[C:37]([CH2:40][OH:41])[O:38][CH:39]=1.O, predict the reaction product. The product is: [CH2:1]([O:3][C:4]([C:6]1[CH:7]=[N:8][C:9]2[C:14]([C:15]=1[O:16][CH2:28][CH2:29][CH2:30][CH2:31][CH2:32][O:33][C:34]1[C:35](=[O:42])[CH:36]=[C:37]([CH2:40][OH:41])[O:38][CH:39]=1)=[CH:13][CH:12]=[C:11]([C:17]([F:20])([F:18])[F:19])[CH:10]=2)=[O:5])[CH3:2]. (7) Given the reactants [N:1]1[CH:6]=[CH:5][C:4]([C:7]2[CH:8]=[C:9]3[C:14](=[CH:15][CH:16]=2)[N:13]=[C:12]([NH2:17])[N:11]=[CH:10]3)=[CH:3][CH:2]=1.Br[C:19]1[CH:24]=[CH:23][C:22]([CH:25]([NH:27][C:28](=[O:33])[CH2:29][CH2:30][O:31][CH3:32])[CH3:26])=[CH:21][CH:20]=1.C([O-])([O-])=O.[Cs+].[Cs+].CC1(C)C2C(=C(P(C3C=CC=CC=3)C3C=CC=CC=3)C=CC=2)OC2C(P(C3C=CC=CC=3)C3C=CC=CC=3)=CC=CC1=2, predict the reaction product. The product is: [CH3:32][O:31][CH2:30][CH2:29][C:28]([NH:27][CH:25]([C:22]1[CH:21]=[CH:20][C:19]([NH:17][C:12]2[N:11]=[CH:10][C:9]3[C:14](=[CH:15][CH:16]=[C:7]([C:4]4[CH:3]=[CH:2][N:1]=[CH:6][CH:5]=4)[CH:8]=3)[N:13]=2)=[CH:24][CH:23]=1)[CH3:26])=[O:33].